From a dataset of Forward reaction prediction with 1.9M reactions from USPTO patents (1976-2016). Predict the product of the given reaction. (1) Given the reactants CC(=CC)C.P([O-])(O)(O)=O.[Na+].[CH3:12][C:13]1[N:18]=[C:17]([CH3:19])[C:16]([O:20][CH2:21][C@@:22]2([C:27]3[CH:32]=[CH:31][C:30]([O:33][CH2:34][O:35][CH3:36])=[C:29]([F:37])[CH:28]=3)[CH2:24][C@H:23]2[CH:25]=[O:26])=[CH:15][N:14]=1.Cl([O-])=[O:39].[Na+], predict the reaction product. The product is: [CH3:12][C:13]1[N:18]=[C:17]([CH3:19])[C:16]([O:20][CH2:21][C@@:22]2([C:27]3[CH:32]=[CH:31][C:30]([O:33][CH2:34][O:35][CH3:36])=[C:29]([F:37])[CH:28]=3)[CH2:24][C@H:23]2[C:25]([OH:39])=[O:26])=[CH:15][N:14]=1. (2) Given the reactants O.[NH2:2][NH2:3].Cl[C:5]1[C:10]([C:11]#[N:12])=[CH:9][C:8]([C:13]2[CH:18]=[CH:17][CH:16]=[C:15]([F:19])[C:14]=2[F:20])=[N:7][CH:6]=1, predict the reaction product. The product is: [F:20][C:14]1[C:15]([F:19])=[CH:16][CH:17]=[CH:18][C:13]=1[C:8]1[CH:9]=[C:10]2[C:11]([NH2:12])=[N:3][NH:2][C:5]2=[CH:6][N:7]=1. (3) Given the reactants [NH:1]([C:33](OC(C)(C)C)=[O:34])[C@H:2]([C:15]([NH:17][C@H:18]([C:29]([O:31][CH3:32])=[O:30])[CH2:19][C:20]1[C:28]2[C:23](=[CH:24][CH:25]=[CH:26][CH:27]=2)[NH:22][CH:21]=1)=[O:16])[CH2:3][CH2:4][C:5](=[O:14])[O:6][CH2:7][C:8]1[CH:13]=[CH:12][CH:11]=[CH:10][CH:9]=1.FC(F)(F)C(O)=O.CN1CCOCC1.[NH:54]([C:63]([O:65][CH2:66][CH:67]1[C:79]2[C:74](=[CH:75][CH:76]=[CH:77][CH:78]=2)[C:73]2[C:68]1=[CH:69][CH:70]=[CH:71][CH:72]=2)=[O:64])[C@H:55](C(O)=O)[C@H:56]([CH2:58][CH3:59])[CH3:57], predict the reaction product. The product is: [NH:54]([C:63]([O:65][CH2:66][CH:67]1[C:68]2[C:73](=[CH:72][CH:71]=[CH:70][CH:69]=2)[C:74]2[C:79]1=[CH:78][CH:77]=[CH:76][CH:75]=2)=[O:64])[C@H:55]([C:33]([NH:1][C@H:2]([C:15]([NH:17][C@H:18]([C:29]([O:31][CH3:32])=[O:30])[CH2:19][C:20]1[C:28]2[C:23](=[CH:24][CH:25]=[CH:26][CH:27]=2)[NH:22][CH:21]=1)=[O:16])[CH2:3][CH2:4][C:5](=[O:14])[O:6][CH2:7][C:8]1[CH:13]=[CH:12][CH:11]=[CH:10][CH:9]=1)=[O:34])[C@H:56]([CH2:58][CH3:59])[CH3:57]. (4) Given the reactants [NH:1]([C:21]([O:23][CH2:24][CH:25]1[C:37]2[C:32](=[CH:33][CH:34]=[CH:35][CH:36]=2)[C:31]2[C:26]1=[CH:27][CH:28]=[CH:29][CH:30]=2)=[O:22])[C@H:2]([C:18]([OH:20])=O)[CH2:3][C:4]1[CH:9]=[CH:8][C:7]([NH:10][C:11]([O:13][C:14]([CH3:17])([CH3:16])[CH3:15])=[O:12])=[CH:6][CH:5]=1.[NH2:38][C@H:39]([C:44]([O:46][CH3:47])=[O:45])[CH2:40][CH:41]([CH3:43])[CH3:42].CN(C(ON1N=NC2C=CC=CC1=2)=[N+](C)C)C.F[P-](F)(F)(F)(F)F.CCN(C(C)C)C(C)C, predict the reaction product. The product is: [NH:1]([C:21]([O:23][CH2:24][CH:25]1[C:37]2[C:32](=[CH:33][CH:34]=[CH:35][CH:36]=2)[C:31]2[C:26]1=[CH:27][CH:28]=[CH:29][CH:30]=2)=[O:22])[C@H:2]([C:18]([NH:38][C@H:39]([C:44]([O:46][CH3:47])=[O:45])[CH2:40][CH:41]([CH3:43])[CH3:42])=[O:20])[CH2:3][C:4]1[CH:9]=[CH:8][C:7]([NH:10][C:11]([O:13][C:14]([CH3:15])([CH3:16])[CH3:17])=[O:12])=[CH:6][CH:5]=1. (5) Given the reactants [N+:1]([CH:4]([CH3:6])[CH3:5])([O-:3])=[O:2].C1CCN2C(=NCCC2)CC1.[C:18]([O:23][CH3:24])(=[O:22])[C:19]([CH3:21])=[CH2:20], predict the reaction product. The product is: [CH3:24][O:23][C:18](=[O:22])[CH:19]([CH3:21])[CH2:20][C:4]([CH3:6])([N+:1]([O-:3])=[O:2])[CH3:5].